This data is from Forward reaction prediction with 1.9M reactions from USPTO patents (1976-2016). The task is: Predict the product of the given reaction. (1) Given the reactants [Br:1][C:2]1[N:7]=[C:6]([CH:8]([OH:12])[C:9]([O-])=[O:10])[CH:5]=[CH:4][CH:3]=1.[K+].C1C=CC2N(O)N=[N:20][C:18]=2C=1.C(Cl)CCl.Cl.CN.CCN(C(C)C)C(C)C, predict the reaction product. The product is: [Br:1][C:2]1[N:7]=[C:6]([CH:8]([OH:12])[C:9]([NH:20][CH3:18])=[O:10])[CH:5]=[CH:4][CH:3]=1. (2) Given the reactants [NH2:1][C:2]1[CH:11]=[CH:10][C:9]([Br:12])=[CH:8][C:3]=1[C:4]([O:6][CH3:7])=[O:5].N1C=CC=CC=1.CO[C:21]1[CH:22]=[C:23]([CH:27]=[CH:28][C:29]=1OC)[C:24](Cl)=[O:25].[CH2:32]([Cl:34])Cl, predict the reaction product. The product is: [Br:12][C:9]1[CH:10]=[CH:11][C:2]([NH:1][C:24](=[O:25])[C:23]2[CH:27]=[CH:28][CH:29]=[C:21]([CH2:32][Cl:34])[CH:22]=2)=[C:3]([CH:8]=1)[C:4]([O:6][CH3:7])=[O:5]. (3) The product is: [Cl:29][CH2:2][C:3]1[CH:4]=[C:5]([N:15]([CH3:19])[C:16](=[O:18])[CH3:17])[CH:6]=[CH:7][C:8]=1[N:9]1[CH2:14][CH2:13][O:12][CH2:11][CH2:10]1. Given the reactants O[CH2:2][C:3]1[CH:4]=[C:5]([N:15]([CH3:19])[C:16](=[O:18])[CH3:17])[CH:6]=[CH:7][C:8]=1[N:9]1[CH2:14][CH2:13][O:12][CH2:11][CH2:10]1.C(N(CC)CC)C.S(Cl)([Cl:29])=O.C(OCC)(=O)C, predict the reaction product. (4) Given the reactants [C:1]([O:5][C:6](=[O:23])[NH:7][C:8]1([C:13](=[O:22])[NH:14][C:15]2[CH:20]=[CH:19][C:18](Br)=[CH:17][CH:16]=2)[CH2:12][CH2:11][CH2:10][CH2:9]1)([CH3:4])([CH3:3])[CH3:2].[CH3:24][S:25][C:26]1[CH:31]=[CH:30][CH:29]=[CH:28][C:27]=1B(O)O.C(=O)([O-])[O-].[Na+].[Na+].O, predict the reaction product. The product is: [C:1]([O:5][C:6](=[O:23])[NH:7][C:8]1([C:13](=[O:22])[NH:14][C:15]2[CH:20]=[CH:19][C:18]([C:27]3[CH:28]=[CH:29][CH:30]=[CH:31][C:26]=3[S:25][CH3:24])=[CH:17][CH:16]=2)[CH2:12][CH2:11][CH2:10][CH2:9]1)([CH3:4])([CH3:3])[CH3:2]. (5) Given the reactants [F:1][C:2]1[CH:7]=[CH:6][C:5]([C:8]2[N:12]=[C:11]([S:13][CH3:14])[N:10]([CH3:15])[C:9]=2[C:16]2[CH:21]=[CH:20][N:19]=[C:18]([NH:22][CH:23]3CC[CH:26](O)[CH2:25][CH2:24]3)[CH:17]=2)=[CH:4][CH:3]=1.[OH:30]O.N.[C:33]([OH:36])(=O)[CH3:34], predict the reaction product. The product is: [F:1][C:2]1[CH:7]=[CH:6][C:5]([C:8]2[N:12]=[C:11]([S:13]([CH3:14])=[O:30])[N:10]([CH3:15])[C:9]=2[C:16]2[CH:21]=[CH:20][N:19]=[C:18]([NH:22][CH:23]3[CH2:24][CH2:25][CH2:26][CH2:34][CH:33]3[OH:36])[CH:17]=2)=[CH:4][CH:3]=1. (6) Given the reactants [NH2:1][C:2]1[N:7]=[C:6]([NH2:8])[C:5](I)=[CH:4][N:3]=1.[CH3:10][O:11][C:12]1[CH:17]=[C:16]([CH:18]([O:21][CH3:22])[C:19]#[CH:20])[CH:15]=[C:14]([O:23][CH3:24])[C:13]=1[O:25][CH3:26], predict the reaction product. The product is: [NH2:1][C:2]1[N:7]=[C:6]([NH2:8])[C:5]([C:20]#[C:19][CH:18]([O:21][CH3:22])[C:16]2[CH:15]=[C:14]([O:23][CH3:24])[C:13]([O:25][CH3:26])=[C:12]([O:11][CH3:10])[CH:17]=2)=[CH:4][N:3]=1. (7) Given the reactants CCN(S(F)(F)[F:7])CC.[C:10]([C:13]1[C:14]([CH2:29][NH:30][C:31]([C@@H:33]2[C@H:37](O)[CH2:36][CH2:35][N:34]2[C:39]([O:41][C:42]([CH3:45])([CH3:44])[CH3:43])=[O:40])=[O:32])=[CH:15][C:16]([C:19]2[CH:20]=[N:21][C:22]([C:25]([F:28])([F:27])[F:26])=[CH:23][CH:24]=2)=[N:17][CH:18]=1)(=[O:12])[NH2:11], predict the reaction product. The product is: [C:10]([C:13]1[C:14]([CH2:29][NH:30][C:31]([C@@H:33]2[C@@H:37]([F:7])[CH2:36][CH2:35][N:34]2[C:39]([O:41][C:42]([CH3:43])([CH3:44])[CH3:45])=[O:40])=[O:32])=[CH:15][C:16]([C:19]2[CH:20]=[N:21][C:22]([C:25]([F:26])([F:28])[F:27])=[CH:23][CH:24]=2)=[N:17][CH:18]=1)(=[O:12])[NH2:11]. (8) Given the reactants [F:1][CH:2]([F:20])[O:3][C:4]1[CH:9]=[CH:8][C:7]([CH:10]([NH2:16])[CH2:11][S:12]([CH3:15])(=[O:14])=[O:13])=[CH:6][C:5]=1[O:17][CH2:18][CH3:19].CCN(CC)CC.C[O:29][C:30](=O)[C:31]1[C:36]([NH:37][C:38]([CH:40]2[CH2:42][CH2:41]2)=[O:39])=[CH:35][CH:34]=[CH:33][C:32]=1[CH2:43]Br, predict the reaction product. The product is: [F:20][CH:2]([F:1])[O:3][C:4]1[CH:9]=[CH:8][C:7]([CH:10]([N:16]2[C:30](=[O:29])[C:31]3[C:32](=[CH:33][CH:34]=[CH:35][C:36]=3[NH:37][C:38]([CH:40]3[CH2:42][CH2:41]3)=[O:39])[CH2:43]2)[CH2:11][S:12]([CH3:15])(=[O:14])=[O:13])=[CH:6][C:5]=1[O:17][CH2:18][CH3:19]. (9) Given the reactants [C:1]([C:3]([C:6]1[CH:7]=[C:8]([CH:12]=[CH:13][CH:14]=1)[C:9](Cl)=[O:10])([CH3:5])[CH3:4])#[N:2].Cl.Cl.[NH2:17][C:18]1[CH:19]=[C:20]([CH:29]=[CH:30][CH:31]=1)[O:21][C:22]1[CH:23]=[CH:24][C:25]([NH2:28])=[N:26][CH:27]=1.C(=O)([O-])O.[Na+], predict the reaction product. The product is: [NH2:28][C:25]1[N:26]=[CH:27][C:22]([O:21][C:20]2[CH:19]=[C:18]([NH:17][C:9](=[O:10])[C:8]3[CH:12]=[CH:13][CH:14]=[C:6]([C:3]([C:1]#[N:2])([CH3:5])[CH3:4])[CH:7]=3)[CH:31]=[CH:30][CH:29]=2)=[CH:23][CH:24]=1. (10) Given the reactants [NH2:1][C:2]1[C:11]2[C:6](=[C:7](Br)[CH:8]=[CH:9][CH:10]=2)[N:5]=[N:4][C:3]=1[C:13]([NH:15][CH2:16][CH2:17][CH3:18])=[O:14].[F:19][C:20]1[CH:21]=[C:22](B(O)O)[CH:23]=[CH:24][C:25]=1[F:26], predict the reaction product. The product is: [NH2:1][C:2]1[C:11]2[C:6](=[C:7]([C:23]3[CH:22]=[CH:21][C:20]([F:19])=[C:25]([F:26])[CH:24]=3)[CH:8]=[CH:9][CH:10]=2)[N:5]=[N:4][C:3]=1[C:13]([NH:15][CH2:16][CH2:17][CH3:18])=[O:14].